Dataset: NCI-60 drug combinations with 297,098 pairs across 59 cell lines. Task: Regression. Given two drug SMILES strings and cell line genomic features, predict the synergy score measuring deviation from expected non-interaction effect. (1) Drug 1: CN(CCCl)CCCl.Cl. Drug 2: N.N.Cl[Pt+2]Cl. Cell line: MCF7. Synergy scores: CSS=23.9, Synergy_ZIP=-12.2, Synergy_Bliss=-3.76, Synergy_Loewe=-4.42, Synergy_HSA=-2.18. (2) Drug 1: CC1=C(C(=CC=C1)Cl)NC(=O)C2=CN=C(S2)NC3=CC(=NC(=N3)C)N4CCN(CC4)CCO. Drug 2: CCN(CC)CCNC(=O)C1=C(NC(=C1C)C=C2C3=C(C=CC(=C3)F)NC2=O)C. Cell line: CAKI-1. Synergy scores: CSS=36.1, Synergy_ZIP=2.56, Synergy_Bliss=7.51, Synergy_Loewe=3.98, Synergy_HSA=8.43. (3) Drug 1: CC(C)NC(=O)C1=CC=C(C=C1)CNNC.Cl. Drug 2: C1C(C(OC1N2C=NC(=NC2=O)N)CO)O. Cell line: OVCAR-5. Synergy scores: CSS=0.477, Synergy_ZIP=-0.610, Synergy_Bliss=0.107, Synergy_Loewe=-0.938, Synergy_HSA=-0.165. (4) Drug 1: CNC(=O)C1=CC=CC=C1SC2=CC3=C(C=C2)C(=NN3)C=CC4=CC=CC=N4. Drug 2: C1=NC2=C(N=C(N=C2N1C3C(C(C(O3)CO)O)O)F)N. Cell line: MDA-MB-231. Synergy scores: CSS=-3.31, Synergy_ZIP=-1.47, Synergy_Bliss=-6.60, Synergy_Loewe=-10.0, Synergy_HSA=-10.4. (5) Drug 1: C1=CC(=CC=C1CCCC(=O)O)N(CCCl)CCCl. Drug 2: CC1C(C(=O)NC(C(=O)N2CCCC2C(=O)N(CC(=O)N(C(C(=O)O1)C(C)C)C)C)C(C)C)NC(=O)C3=C4C(=C(C=C3)C)OC5=C(C(=O)C(=C(C5=N4)C(=O)NC6C(OC(=O)C(N(C(=O)CN(C(=O)C7CCCN7C(=O)C(NC6=O)C(C)C)C)C)C(C)C)C)N)C. Cell line: T-47D. Synergy scores: CSS=21.1, Synergy_ZIP=-3.21, Synergy_Bliss=-2.65, Synergy_Loewe=-2.66, Synergy_HSA=-2.63.